Predict the product of the given reaction. From a dataset of Forward reaction prediction with 1.9M reactions from USPTO patents (1976-2016). (1) Given the reactants NN.CC([CH2:7][N:8]([CH2:12][CH2:13][CH:14]([N:21]1C(=O)C2C(=CC=CC=2)C1=O)[C:15]1[CH:20]=[CH:19][CH:18]=[CH:17][CH:16]=1)[C:9](=[O:11])[O-:10])(C)C, predict the reaction product. The product is: [NH2:21][CH:14]([C:15]1[CH:16]=[CH:17][CH:18]=[CH:19][CH:20]=1)[CH2:13][CH2:12][N:8]([CH3:7])[C:9](=[O:11])[O:10][C:15]([CH3:20])([CH3:16])[CH3:14]. (2) Given the reactants [CH2:1]([C:8]1[NH:26][C:11]2=[N:12][CH:13]=[C:14]([CH2:16][CH2:17][CH2:18][CH2:19][C:20]3[S:24][C:23]([NH2:25])=[N:22][N:21]=3)[CH:15]=[C:10]2[N:9]=1)[C:2]1[CH:7]=[CH:6][CH:5]=[CH:4][CH:3]=1.[C:27]1([CH2:33][C:34](Cl)=[O:35])[CH:32]=[CH:31][CH:30]=[CH:29][CH:28]=1, predict the reaction product. The product is: [CH2:1]([C:8]1[NH:26][C:11]2=[N:12][CH:13]=[C:14]([CH2:16][CH2:17][CH2:18][CH2:19][C:20]3[S:24][C:23]([NH:25][C:34](=[O:35])[CH2:33][C:27]4[CH:32]=[CH:31][CH:30]=[CH:29][CH:28]=4)=[N:22][N:21]=3)[CH:15]=[C:10]2[N:9]=1)[C:2]1[CH:7]=[CH:6][CH:5]=[CH:4][CH:3]=1. (3) Given the reactants Br[CH:2]([CH2:18]Br)[C:3]([C:12]1[CH:17]=[CH:16][CH:15]=[CH:14][CH:13]=1)([C:6]1[CH:11]=[CH:10][CH:9]=[CH:8][CH:7]=1)[C:4]#[N:5].C(O[K])(C)(C)C.CCOCC.[NH4+].[Cl-], predict the reaction product. The product is: [C:12]1([C:3]([C:6]2[CH:7]=[CH:8][CH:9]=[CH:10][CH:11]=2)([C:2]#[CH:18])[C:4]#[N:5])[CH:13]=[CH:14][CH:15]=[CH:16][CH:17]=1. (4) Given the reactants [Cl:1][C:2]1[N:7]=[C:6]2[O:8][C:9]([C:15]3[CH:20]=[CH:19][C:18]([F:21])=[CH:17][CH:16]=3)=[C:10]([C:11](=[O:14])[NH:12][CH3:13])[C:5]2=[CH:4][C:3]=1[C:22]1[CH:23]=[CH:24][C:25]([F:31])=[C:26]([CH:30]=1)[C:27]([OH:29])=O.C(N(C(C)C)C(C)C)C.Cl.[C:42]12([NH2:47])[CH2:46][CH:44]([CH2:45]1)[CH2:43]2.CN(C(ON1N=NC2C=CC=NC1=2)=[N+](C)C)C.F[P-](F)(F)(F)(F)F, predict the reaction product. The product is: [C:42]12([NH:47][C:27]([C:26]3[CH:30]=[C:22]([C:3]4[CH:4]=[C:5]5[C:10]([C:11]([NH:12][CH3:13])=[O:14])=[C:9]([C:15]6[CH:20]=[CH:19][C:18]([F:21])=[CH:17][CH:16]=6)[O:8][C:6]5=[N:7][C:2]=4[Cl:1])[CH:23]=[CH:24][C:25]=3[F:31])=[O:29])[CH2:46][CH:44]([CH2:45]1)[CH2:43]2. (5) Given the reactants C(OC([NH:11][C:12]1[C:13]([C:29]([NH:31][C:32]2[CH:33]=[N:34][CH:35]=[CH:36][C:37]=2[N:38]2[CH2:43][C@H:42]([CH3:44])[C@H:41]([NH:45][C:46](=[O:49])[O:47][CH3:48])[C@H:40]([NH:50]C(=O)OC(C)(C)C)[CH2:39]2)=[O:30])=[N:14][C:15]2[C:20]([CH:21]=1)=[CH:19][CH:18]=[C:17]([N:22]1[CH2:27][CH2:26][N:25]([CH3:28])[CH2:24][CH2:23]1)[CH:16]=2)=O)C1C=CC=CC=1, predict the reaction product. The product is: [NH2:50][C@H:40]1[C@@H:41]([NH:45][C:46](=[O:49])[O:47][CH3:48])[C@@H:42]([CH3:44])[CH2:43][N:38]([C:37]2[CH:36]=[CH:35][N:34]=[CH:33][C:32]=2[NH:31][C:29]([C:13]2[C:12]([NH2:11])=[CH:21][C:20]3[C:15](=[CH:16][C:17]([N:22]4[CH2:27][CH2:26][N:25]([CH3:28])[CH2:24][CH2:23]4)=[CH:18][CH:19]=3)[N:14]=2)=[O:30])[CH2:39]1.